From a dataset of Catalyst prediction with 721,799 reactions and 888 catalyst types from USPTO. Predict which catalyst facilitates the given reaction. (1) Reactant: [F:1][C:2]1[CH:24]=[CH:23][C:5]([C:6]([NH:8][C:9]2[N:13]([C:14]3[CH:19]=[CH:18][CH:17]=[CH:16][CH:15]=3)[N:12]=[CH:11][C:10]=2[C:20](Cl)=[O:21])=[O:7])=[CH:4][CH:3]=1.[NH3:25].O. Product: [F:1][C:2]1[CH:24]=[CH:23][C:5]([C:6]([NH:8][C:9]2[N:13]([C:14]3[CH:19]=[CH:18][CH:17]=[CH:16][CH:15]=3)[N:12]=[CH:11][C:10]=2[C:20]([NH2:25])=[O:21])=[O:7])=[CH:4][CH:3]=1. The catalyst class is: 12. (2) Reactant: [CH3:1][CH:2]1[N:7]([C:8]([O:10][CH2:11][C:12]2[CH:17]=[CH:16][CH:15]=[CH:14][CH:13]=2)=[O:9])[CH2:6][CH:5]=[CH:4][CH2:3]1.C1C=C(Cl)C=C(C(OO)=[O:26])C=1. Product: [CH3:1][CH:2]1[CH2:3][CH:4]2[CH:5]([O:26]2)[CH2:6][N:7]1[C:8]([O:10][CH2:11][C:12]1[CH:13]=[CH:14][CH:15]=[CH:16][CH:17]=1)=[O:9]. The catalyst class is: 2.